This data is from Catalyst prediction with 721,799 reactions and 888 catalyst types from USPTO. The task is: Predict which catalyst facilitates the given reaction. (1) Reactant: Cl.Cl.[CH3:3][NH:4][C:5]1=[N:6][C:7](=[O:17])[S:8]/[C:9]/1=[CH:10]\[CH:11]1[CH2:16][CH2:15][NH:14][CH2:13][CH2:12]1.C(=O)([O-])[O-].[Cs+].[Cs+].F[C:25]1[CH:32]=[CH:31][C:28]([C:29]#[N:30])=[CH:27][C:26]=1[C:33]([F:36])([F:35])[F:34].O. Product: [CH3:3][NH:4][C:5]1=[N:6][C:7](=[O:17])[S:8]/[C:9]/1=[CH:10]\[CH:11]1[CH2:16][CH2:15][N:14]([C:25]2[CH:32]=[CH:31][C:28]([C:29]#[N:30])=[CH:27][C:26]=2[C:33]([F:34])([F:36])[F:35])[CH2:13][CH2:12]1. The catalyst class is: 16. (2) Reactant: [F:1][C:2]1[CH:7]=[CH:6][C:5]([CH:8]2[CH2:17][C:16]3[C:11](=[CH:12][CH:13]=[CH:14][CH:15]=3)[NH:10][CH2:9]2)=[CH:4][CH:3]=1.Cl.[N:19]([O-])=[O:20].[Na+]. Product: [F:1][C:2]1[CH:3]=[CH:4][C:5]([CH:8]2[CH2:17][C:16]3[C:11](=[CH:12][CH:13]=[CH:14][CH:15]=3)[N:10]([N:19]=[O:20])[CH2:9]2)=[CH:6][CH:7]=1. The catalyst class is: 40. (3) Reactant: C[O:2][C:3]1[N:8]=[CH:7][C:6]([C:9]2[N:14]=[C:13]3[N:15]([CH3:18])[N:16]=[CH:17][C:12]3=[C:11]([O:19][C:20]3[CH:25]=[CH:24][C:23]([S:26]([CH3:29])(=[O:28])=[O:27])=[CH:22][CH:21]=3)[CH:10]=2)=[CH:5][CH:4]=1.I[Si](C)(C)C. Product: [CH3:18][N:15]1[C:13]2=[N:14][C:9]([C:6]3[CH:5]=[CH:4][C:3]([OH:2])=[N:8][CH:7]=3)=[CH:10][C:11]([O:19][C:20]3[CH:25]=[CH:24][C:23]([S:26]([CH3:29])(=[O:28])=[O:27])=[CH:22][CH:21]=3)=[C:12]2[CH:17]=[N:16]1. The catalyst class is: 10. (4) Reactant: [C:1]([C:3]1[CH:8]=[CH:7][C:6]([C@@H:9]2[C:14]([C:15]#[N:16])=[C:13]([CH3:17])[N:12]([C:18]3[CH:23]=[CH:22][CH:21]=[C:20]([C:24]([F:27])([F:26])[F:25])[CH:19]=3)[C:11](=[O:28])[NH:10]2)=[C:5]([S:29]([CH3:31])=[O:30])[CH:4]=1)#[N:2].C(C1C=CC([C@@H]2C(C#N)=C(C)N(C3C=CC=C(C(F)(F)F)C=3)C(=O)N2)=C([S@](C)=O)C=1)#N.[H-].[Na+].[CH3:65][S:66](Cl)(=[O:68])=[O:67].[Cl-].[NH4+]. Product: [C:1]([C:3]1[CH:8]=[CH:7][C:6]([C@@H:9]2[C:14]([C:15]#[N:16])=[C:13]([CH3:17])[N:12]([C:18]3[CH:23]=[CH:22][CH:21]=[C:20]([C:24]([F:27])([F:26])[F:25])[CH:19]=3)[C:11](=[O:28])[N:10]2[S:66]([CH3:65])(=[O:68])=[O:67])=[C:5]([S@:29]([CH3:31])=[O:30])[CH:4]=1)#[N:2]. The catalyst class is: 1.